From a dataset of Catalyst prediction with 721,799 reactions and 888 catalyst types from USPTO. Predict which catalyst facilitates the given reaction. (1) Reactant: C(OC([N:8]([C:16]1[C:20]2[CH:21]=[C:22]([Cl:39])[C:23]([CH2:25][O:26][C:27]3[CH:36]=[CH:35][C:34]4[CH2:33][C:32]([CH3:38])([CH3:37])[CH2:31][CH2:30][C:29]=4[CH:28]=3)=[CH:24][C:19]=2[O:18][N:17]=1)C(=O)OC(C)(C)C)=O)(C)(C)C.FC(F)(F)C(O)=O. Product: [Cl:39][C:22]1[C:23]([CH2:25][O:26][C:27]2[CH:36]=[CH:35][C:34]3[CH2:33][C:32]([CH3:38])([CH3:37])[CH2:31][CH2:30][C:29]=3[CH:28]=2)=[CH:24][C:19]2[O:18][N:17]=[C:16]([NH2:8])[C:20]=2[CH:21]=1. The catalyst class is: 2. (2) Reactant: [NH:1](C(OCC1C=CC=CC=1)=O)[C@H:2]([C:13]([NH2:15])=[O:14])[CH2:3][C:4]1[C:12]2[C:7](=[CH:8][CH:9]=[CH:10][CH:11]=2)[NH:6][CH:5]=1. Product: [NH2:1][C@H:2]([C:13]([NH2:15])=[O:14])[CH2:3][C:4]1[C:12]2[C:7](=[CH:8][CH:9]=[CH:10][CH:11]=2)[NH:6][CH:5]=1. The catalyst class is: 19. (3) Reactant: [N+:1]([O-:4])(O)=[O:2].C[C:6]1[S:7][C:8]2[CH:14]=[CH:13][CH:12]=[CH:11][C:9]=2[N:10]=1. Product: [N+:1]([C:13]1[CH:12]=[CH:11][C:9]2[N:10]=[CH:6][S:7][C:8]=2[CH:14]=1)([O-:4])=[O:2]. The catalyst class is: 65. (4) Reactant: [F:1][C:2]([F:31])([F:30])[C:3]1[CH:4]=[C:5]([C:9]2[CH:10]=[CH:11][C:12]3[N:18]4[CH2:19][C@H:15]([CH2:16][CH2:17]4)[N:14]([C:20]([O:22]C4C=CC=CC=4)=O)[C:13]=3[N:29]=2)[CH:6]=[CH:7][CH:8]=1.[C:32]1([CH2:38][CH2:39][NH2:40])[CH:37]=[CH:36][CH:35]=[CH:34][CH:33]=1. Product: [CH2:39]([NH:40][C:20]([N:14]1[C@@H:15]2[CH2:19][N:18]([CH2:17][CH2:16]2)[C:12]2[CH:11]=[CH:10][C:9]([C:5]3[CH:6]=[CH:7][CH:8]=[C:3]([C:2]([F:1])([F:30])[F:31])[CH:4]=3)=[N:29][C:13]1=2)=[O:22])[CH2:38][C:32]1[CH:37]=[CH:36][CH:35]=[CH:34][CH:33]=1. The catalyst class is: 649. (5) Reactant: [CH:1]([NH:4]C(C)C)(C)[CH3:2].[Li]CCCC.[CH3:13][C:14]1([C:17]([O:19]C)=O)[CH2:16][CH2:15]1. Product: [CH3:13][C:14]1([C:17](=[O:19])[CH2:2][C:1]#[N:4])[CH2:16][CH2:15]1. The catalyst class is: 1. (6) Reactant: [Br:1][C:2]1[C:3]([CH2:17][CH3:18])=[C:4]([C:9]2[CH:14]=[CH:13][C:12]([O:15]C)=[CH:11][CH:10]=2)[C:5]([NH2:8])=[N:6][CH:7]=1.BrB(Br)Br. Product: [NH2:8][C:5]1[C:4]([C:9]2[CH:10]=[CH:11][C:12]([OH:15])=[CH:13][CH:14]=2)=[C:3]([CH2:17][CH3:18])[C:2]([Br:1])=[CH:7][N:6]=1. The catalyst class is: 4. (7) Reactant: [CH2:1]1[CH2:6][C@H:5]([C:7]([OH:9])=[O:8])[CH2:4][CH2:3][C@H:2]1[CH2:10][NH2:11].[C:12]([O:17][CH:18]([O:20][C:21](ON1C(=O)CCC1=O)=[O:22])[CH3:19])(=[O:16])[CH2:13][CH2:14][CH3:15]. Product: [C:12]([O:17][CH:18]([O:20][C:21]([NH:11][CH2:10][C@H:2]1[CH2:3][CH2:4][C@H:5]([C:7]([OH:9])=[O:8])[CH2:6][CH2:1]1)=[O:22])[CH3:19])(=[O:16])[CH2:13][CH2:14][CH3:15]. The catalyst class is: 761. (8) Product: [S:16]1[CH:20]=[CH:19][C:18]([C:2]2[C:3]3[CH2:13][C:12]4[C:7](=[CH:8][C:9]([CH:14]=[O:15])=[CH:10][CH:11]=4)[C:4]=3[NH:5][N:6]=2)=[CH:17]1. Reactant: I[C:2]1[C:3]2[CH2:13][C:12]3[C:7](=[CH:8][C:9]([CH:14]=[O:15])=[CH:10][CH:11]=3)[C:4]=2[NH:5][N:6]=1.[S:16]1[CH:20]=[CH:19][C:18](B(O)O)=[CH:17]1.C(=O)(O)[O-].[Na+]. The catalyst class is: 108. (9) Reactant: [CH2:1]([NH:3][C:4](=[S:9])[C:5]([F:8])([F:7])[F:6])[CH3:2].[CH3:10][CH2:11][O:12][C:13](C(CBr)=O)=[O:14]. Product: [F:6][C:5]([F:8])([F:7])[C:4]1[S:9][CH:2]=[C:1]([C:13]([O:12][CH2:11][CH3:10])=[O:14])[N:3]=1. The catalyst class is: 569.